This data is from Reaction yield outcomes from USPTO patents with 853,638 reactions. The task is: Predict the reaction yield, written as a fraction of the theoretical maximum amount of product (1.0 means a 100% yield; for example, 0.34 means a 34% yield). (1) The reactants are O[C:2]1([CH2:26][O:27][CH3:28])[CH2:7][CH2:6][N:5]([C:8]2[CH:13]=[CH:12][C:11]([N:14]3[CH2:18][C@H:17]([CH2:19][NH:20][C:21](=[O:23])[CH3:22])[O:16][C:15]3=[O:24])=[CH:10][C:9]=2[F:25])[CH2:4][CH2:3]1.CCN(S(F)(F)[F:35])CC. The catalyst is ClCCl. The product is [F:35][C:2]1([CH2:26][O:27][CH3:28])[CH2:7][CH2:6][N:5]([C:8]2[CH:13]=[CH:12][C:11]([N:14]3[CH2:18][C@H:17]([CH2:19][NH:20][C:21](=[O:23])[CH3:22])[O:16][C:15]3=[O:24])=[CH:10][C:9]=2[F:25])[CH2:4][CH2:3]1. The yield is 0.680. (2) The catalyst is C(Cl)Cl. The yield is 0.860. The product is [C:5]([NH:16][C:13]1[CH:14]=[CH:15][C:10]([N:9]([CH3:17])[CH3:8])=[CH:11][CH:12]=1)(=[O:7])[CH3:6]. The reactants are C(O[C:5](=[O:7])[CH3:6])(=O)C.[CH3:8][N:9]([CH3:17])[C:10]1[CH:15]=[CH:14][C:13]([NH2:16])=[CH:12][CH:11]=1.CCOCC. (3) The reactants are Cl[C:2]1[N:7]=[CH:6][C:5]([O:8][CH2:9][CH:10]2[CH2:15][CH2:14][N:13]([CH2:16][C:17]([CH2:21][CH3:22])([F:20])[CH2:18][CH3:19])[CH2:12][CH2:11]2)=[CH:4][N:3]=1.[CH2:23]([O:25][C:26]([C:28]1[CH:33]=[CH:32][C:31](B(O)O)=[CH:30][C:29]=1[F:37])=[O:27])[CH3:24].C([O-])([O-])=O.[Cs+].[Cs+]. The catalyst is C1C=CC(P(C2C=CC=CC=2)[C-]2C=CC=C2)=CC=1.C1C=CC(P(C2C=CC=CC=2)[C-]2C=CC=C2)=CC=1.Cl[Pd]Cl.[Fe+2].COCCOC. The product is [CH2:18]([C:17]([F:20])([CH2:21][CH3:22])[CH2:16][N:13]1[CH2:14][CH2:15][CH:10]([CH2:9][O:8][C:5]2[CH:4]=[N:3][C:2]([C:31]3[CH:32]=[CH:33][C:28]([C:26]([O:25][CH2:23][CH3:24])=[O:27])=[C:29]([F:37])[CH:30]=3)=[N:7][CH:6]=2)[CH2:11][CH2:12]1)[CH3:19]. The yield is 0.740. (4) The reactants are Cl[CH2:2][C:3]1[CH:8]=[CH:7][C:6]([CH:9]=[CH2:10])=[CH:5][CH:4]=1.[C:11]1(=[O:21])[NH:15][C:14](=[O:16])[C:13]2=[CH:17][CH:18]=[CH:19][CH:20]=[C:12]12.[K]. The catalyst is CN(C=O)C.O. The product is [CH:9]([C:6]1[CH:7]=[CH:8][C:3]([CH2:2][N:15]2[C:11](=[O:21])[C:12]3[C:13](=[CH:17][CH:18]=[CH:19][CH:20]=3)[C:14]2=[O:16])=[CH:4][CH:5]=1)=[CH2:10]. The yield is 0.460. (5) The reactants are C(N1C(C2SC3CCOC4C=C(C5CN([CH2:27][C:28]([NH2:30])=[O:29])C5)C=CC=4C=3N=2)=NC=N1)(C)C.[NH:31]1[CH2:34][CH:33]([C:35]2[CH:36]=[CH:37][C:38]3[O:47][CH2:46][CH2:45][C:44]4[S:43][C:42]([C:48]5[N:49]([CH:53]([CH3:55])[CH3:54])[N:50]=[CH:51][N:52]=5)=[N:41][C:40]=4[C:39]=3[CH:56]=2)[CH2:32]1.BrCC(N)=O. The catalyst is CN(C=O)C. The product is [CH:53]([N:49]1[C:48]([C:42]2[S:43][C:44]3[CH2:45][CH2:46][O:47][C:38]4[CH:37]=[CH:36][C:35]([CH:33]5[CH2:34][N:31]([CH2:27][C:28]([NH2:30])=[O:29])[CH2:32]5)=[CH:56][C:39]=4[C:40]=3[N:41]=2)=[N:52][CH:51]=[N:50]1)([CH3:54])[CH3:55]. The yield is 0.530.